Predict the reaction yield, written as a fraction of the theoretical maximum amount of product (1.0 means a 100% yield; for example, 0.34 means a 34% yield). From a dataset of Reaction yield outcomes from USPTO patents with 853,638 reactions. (1) The reactants are [CH2:1]([N:3]1[CH:7]=[C:6]([C:8]2[CH:13]=[CH:12][N:11]=[C:10]3[NH:14][C:15]([C:17]4[CH:22]=[CH:21][C:20]([CH2:23][N:24]5[CH2:29][CH2:28][O:27][CH2:26][CH2:25]5)=[CH:19][CH:18]=4)=[CH:16][C:9]=23)[C:5]([C:30]2[CH:35]=[CH:34][C:33]([NH2:36])=[CH:32][CH:31]=2)=[N:4]1)[CH3:2].C(N(CC)CC)C.[C:44](Cl)(=[O:49])[C:45]([CH3:48])([CH3:47])[CH3:46]. The catalyst is C(Cl)Cl.CN(C1C=CN=CC=1)C. The product is [CH2:1]([N:3]1[CH:7]=[C:6]([C:8]2[CH:13]=[CH:12][N:11]=[C:10]3[NH:14][C:15]([C:17]4[CH:22]=[CH:21][C:20]([CH2:23][N:24]5[CH2:29][CH2:28][O:27][CH2:26][CH2:25]5)=[CH:19][CH:18]=4)=[CH:16][C:9]=23)[C:5]([C:30]2[CH:35]=[CH:34][C:33]([NH:36][C:44](=[O:49])[C:45]([CH3:48])([CH3:47])[CH3:46])=[CH:32][CH:31]=2)=[N:4]1)[CH3:2]. The yield is 0.820. (2) The reactants are [CH2:1]([C:3]1[N:8]=[C:7]([C:9]2[CH:14]=[CH:13]C=CN=2)[C:6]([O:15]C2C=CN=C(NC3C=CC(S(N)(=O)=O)=CC=3)C=2)=[CH:5][CH:4]=1)C. The catalyst is CCO.[Pd]. The product is [CH3:1][C:3]1[N:8]=[C:7]([CH2:9][CH2:14][CH3:13])[C:6]([OH:15])=[CH:5][CH:4]=1. The yield is 0.980.